This data is from Forward reaction prediction with 1.9M reactions from USPTO patents (1976-2016). The task is: Predict the product of the given reaction. (1) Given the reactants C([O:3][C:4]([C:6]1([NH:17][C:18]([C:20]2[C:29]3[CH2:28][CH2:27][CH2:26][CH2:25][C:24]=3[CH:23]=[CH:22][CH:21]=2)=[O:19])[CH2:14][C:13]2[C:8](=[CH:9][CH:10]=[C:11]([O:15][CH3:16])[CH:12]=2)[CH2:7]1)=[O:5])C.[OH-].[K+].O, predict the reaction product. The product is: [CH3:16][O:15][C:11]1[CH:12]=[C:13]2[C:8](=[CH:9][CH:10]=1)[CH2:7][C:6]([NH:17][C:18]([C:20]1[C:29]3[CH2:28][CH2:27][CH2:26][CH2:25][C:24]=3[CH:23]=[CH:22][CH:21]=1)=[O:19])([C:4]([OH:5])=[O:3])[CH2:14]2. (2) Given the reactants [NH2:1][C:2]1[C:11]2[C:6](=[CH:7][C:8]([CH2:12][N:13]3[C:18](=[O:19])[CH2:17][N:16]([S:20]([C:23]4[S:27][C:26]5[CH:28]=[C:29]([Cl:32])[CH:30]=[CH:31][C:25]=5[CH:24]=4)(=[O:22])=[O:21])[CH2:15][CH:14]3[C:33](O)=[O:34])=[CH:9][CH:10]=2)[N:5]=[CH:4][N:3]=1.C[N:37]1CCOCC1.CN(C(ON1N=NC2C=CC=NC1=2)=[N+](C)C)C.F[P-](F)(F)(F)(F)F, predict the reaction product. The product is: [NH2:1][C:2]1[C:11]2[C:6](=[CH:7][C:8]([CH2:12][N:13]3[C:18](=[O:19])[CH2:17][N:16]([S:20]([C:23]4[S:27][C:26]5[CH:28]=[C:29]([Cl:32])[CH:30]=[CH:31][C:25]=5[CH:24]=4)(=[O:21])=[O:22])[CH2:15][CH:14]3[C:33]([NH2:37])=[O:34])=[CH:9][CH:10]=2)[N:5]=[CH:4][N:3]=1.